Dataset: Forward reaction prediction with 1.9M reactions from USPTO patents (1976-2016). Task: Predict the product of the given reaction. (1) Given the reactants Br[C:2]1[CH:10]=[CH:9][CH:8]=[C:7]2[C:3]=1[CH2:4][N:5]([C:11]([O:13][C@H:14]1[CH2:18][N:17]([C:19]([O:21][C:22]([CH3:25])([CH3:24])[CH3:23])=[O:20])[C@H:16]([C:26]([O:28][CH3:29])=[O:27])[CH2:15]1)=[O:12])[CH2:6]2.[CH:30]([B-](F)(F)F)=[CH2:31].[K+], predict the reaction product. The product is: [CH:30]([C:2]1[CH:10]=[CH:9][CH:8]=[C:7]2[C:3]=1[CH2:4][N:5]([C:11]([O:13][C@H:14]1[CH2:18][N:17]([C:19]([O:21][C:22]([CH3:24])([CH3:25])[CH3:23])=[O:20])[C@H:16]([C:26]([O:28][CH3:29])=[O:27])[CH2:15]1)=[O:12])[CH2:6]2)=[CH2:31]. (2) Given the reactants C1(=O)OC(=O)C=C1.C(O)CCCO.C(O)(=O)/C=C\C(O)=O.C1(=O)OCCC1.[C:28]([O:36][CH3:37])(=[O:35])/[CH:29]=[CH:30]\[C:31]([O:33][CH3:34])=[O:32], predict the reaction product. The product is: [C:28]([O:36][CH3:37])(=[O:35])[CH2:29][CH2:30][C:31]([O:33][CH3:34])=[O:32]. (3) Given the reactants [Cl:1][C:2]1[CH:3]=[C:4]([CH:9]2[CH2:13][CH2:12][N:11]([C:14]3[CH:19]=[CH:18][C:17]([O:20][CH3:21])=[C:16]([O:22][CH2:23][CH:24]4[CH2:28][CH2:27][CH2:26][N:25]4[CH3:29])[CH:15]=3)[C:10]2=[O:30])[CH:5]=[CH:6][C:7]=1[Cl:8].C(O[K])(C)(C)C.C([O-])(O)=O.[Na+], predict the reaction product. The product is: [ClH:1].[Cl:1][C:2]1[CH:3]=[C:4]([CH:9]2[CH2:13][CH2:12][N:11]([C:14]3[CH:19]=[CH:18][C:17]([O:20][CH3:21])=[C:16]([O:22][CH2:23][CH:24]4[CH2:28][CH2:27][CH2:26][N:25]4[CH3:29])[CH:15]=3)[C:10]2=[O:30])[CH:5]=[CH:6][C:7]=1[Cl:8]. (4) Given the reactants [S:1]1[CH:5]=[CH:4][N:3]=[C:2]1[CH2:6][N:7]1[C:15]2[C:10](=[CH:11][C:12]([NH:16][C:17]3[C:26]4[C:21](=[CH:22][CH:23]=[CH:24][C:25]=4[O:27][C@@H:28]([CH3:33])[C:29]([O:31]C)=O)[N:20]=[CH:19][N:18]=3)=[CH:13][CH:14]=2)[CH:9]=[N:8]1.[NH3:34], predict the reaction product. The product is: [S:1]1[CH:5]=[CH:4][N:3]=[C:2]1[CH2:6][N:7]1[C:15]2[C:10](=[CH:11][C:12]([NH:16][C:17]3[C:26]4[C:21](=[CH:22][CH:23]=[CH:24][C:25]=4[O:27][C@@H:28]([CH3:33])[C:29]([NH2:34])=[O:31])[N:20]=[CH:19][N:18]=3)=[CH:13][CH:14]=2)[CH:9]=[N:8]1. (5) Given the reactants F[B-](F)(F)F.[CH2:6]([N+:13]1[CH:14]([C:21]([O:23][CH3:24])=[O:22])[CH2:15][CH2:16][C:17]=1OCC)[C:7]1[CH:12]=[CH:11][CH:10]=[CH:9][CH:8]=1.CCN(CC)CC.[CH3:32][N+:33]([O-:35])=[O:34], predict the reaction product. The product is: [CH3:24][O:23][C:21]([CH:14]1[CH2:15][CH2:16][C:17](=[CH:32][N+:33]([O-:35])=[O:34])[N:13]1[CH2:6][C:7]1[CH:8]=[CH:9][CH:10]=[CH:11][CH:12]=1)=[O:22]. (6) Given the reactants C([O:3][C:4]([C:6]1[C:15](=[O:16])[C:14]2[C:9](=[CH:10][CH:11]=[CH:12][CH:13]=2)[N:8]([CH2:17][C:18]2[CH:23]=[CH:22][CH:21]=[C:20]([Br:24])[N:19]=2)[CH:7]=1)=[O:5])C.[OH-].[Li+].CO.Cl, predict the reaction product. The product is: [Br:24][C:20]1[N:19]=[C:18]([CH2:17][N:8]2[C:9]3[C:14](=[CH:13][CH:12]=[CH:11][CH:10]=3)[C:15](=[O:16])[C:6]([C:4]([OH:5])=[O:3])=[CH:7]2)[CH:23]=[CH:22][CH:21]=1. (7) Given the reactants [CH:1]1[CH:2]=[CH:3][N:4]2[CH2:10][C:9]3[CH:11]=[CH:12][CH:13]=[CH:14][C:8]=3[N:7]([C:15]([C:17]3[CH:22]=[CH:21][C:20]([C:23]4[CH2:28][CH2:27][CH2:26][C:25](=[O:29])[CH:24]=4)=[CH:19][CH:18]=3)=[O:16])[CH2:6][C:5]=12.[Cl-].[Ce+3].[Cl-].[Cl-].[BH4-].[Na+].[H][H].Cl, predict the reaction product. The product is: [CH:1]1[CH:2]=[CH:3][N:4]2[CH2:10][C:9]3[CH:11]=[CH:12][CH:13]=[CH:14][C:8]=3[N:7]([C:15]([C:17]3[CH:18]=[CH:19][C:20]([C:23]4[CH2:28][CH2:27][CH2:26][CH:25]([OH:29])[CH:24]=4)=[CH:21][CH:22]=3)=[O:16])[CH2:6][C:5]=12. (8) Given the reactants [CH2:1]([C:3]1[CH:8]=[CH:7][C:6]([C:9]2[CH:14]=[CH:13][C:12]([C:15]3[S:19][C:18]([CH:20]=O)=[CH:17][CH:16]=3)=[C:11]([F:22])[CH:10]=2)=[CH:5][CH:4]=1)[CH3:2].[CH3:23][C:24](C)([O-])C.[K+].O.Cl, predict the reaction product. The product is: [CH2:1]([C:3]1[CH:8]=[CH:7][C:6]([C:9]2[CH:14]=[CH:13][C:12]([C:15]3[S:19][C:18]([CH:20]=[CH:23][CH3:24])=[CH:17][CH:16]=3)=[C:11]([F:22])[CH:10]=2)=[CH:5][CH:4]=1)[CH3:2].